From a dataset of Catalyst prediction with 721,799 reactions and 888 catalyst types from USPTO. Predict which catalyst facilitates the given reaction. (1) Reactant: O.[OH-].[Li+].[F:4][C:5]1[CH:10]=[CH:9][CH:8]=[CH:7][C:6]=1[C:11]1[N:12]=[N:13][N:14]([CH3:31])[C:15]=1[C:16]1[N:17]=[CH:18][N:19]([C:21]2[CH:30]=[CH:29][C:24]([C:25]([O:27]C)=[O:26])=[CH:23][N:22]=2)[CH:20]=1. Product: [F:4][C:5]1[CH:10]=[CH:9][CH:8]=[CH:7][C:6]=1[C:11]1[N:12]=[N:13][N:14]([CH3:31])[C:15]=1[C:16]1[N:17]=[CH:18][N:19]([C:21]2[CH:30]=[CH:29][C:24]([C:25]([OH:27])=[O:26])=[CH:23][N:22]=2)[CH:20]=1. The catalyst class is: 776. (2) Reactant: [Br:1][C:2]1[CH:3]=[C:4]2[N:10]([CH2:11][CH:12]3[CH2:17][CH2:16][C:15]([F:19])([F:18])[CH2:14][CH2:13]3)[CH:9]=[C:8](I)[C:5]2=[N:6][CH:7]=1.CC1(C)C(C)(C)OB([C:29]2[CH:30]=[N:31][N:32]([CH2:34][C:35]([F:38])([F:37])[F:36])[CH:33]=2)O1.C(=O)([O-])[O-].[K+].[K+]. Product: [Br:1][C:2]1[CH:3]=[C:4]2[N:10]([CH2:11][CH:12]3[CH2:17][CH2:16][C:15]([F:19])([F:18])[CH2:14][CH2:13]3)[CH:9]=[C:8]([C:29]3[CH:30]=[N:31][N:32]([CH2:34][C:35]([F:38])([F:37])[F:36])[CH:33]=3)[C:5]2=[N:6][CH:7]=1. The catalyst class is: 77.